Dataset: Forward reaction prediction with 1.9M reactions from USPTO patents (1976-2016). Task: Predict the product of the given reaction. (1) Given the reactants N[C:2]1[CH:3]=[C:4]([CH:8]=[C:9](N)[CH:10]=1)[C:5]([OH:7])=[O:6].C(N(CC)C(C)C)(C)C, predict the reaction product. The product is: [C:5]([OH:7])(=[O:6])[C:4]1[CH:8]=[CH:9][CH:10]=[CH:2][CH:3]=1. (2) Given the reactants [OH:1][C:2]1[CH:10]=[C:9]2[C:5]([CH2:6][CH2:7][C:8]2=[O:11])=[CH:4][CH:3]=1.Br[CH2:13][C:14]1[CH:19]=[CH:18][CH:17]=[CH:16][CH:15]=1.C(=O)([O-])[O-].[Cs+].[Cs+], predict the reaction product. The product is: [CH2:13]([O:1][C:2]1[CH:10]=[C:9]2[C:5]([CH2:6][CH2:7][C:8]2=[O:11])=[CH:4][CH:3]=1)[C:14]1[CH:19]=[CH:18][CH:17]=[CH:16][CH:15]=1. (3) Given the reactants Cl.Cl.[Br:3][C:4]1[C:9]2[N:10]([C:16]3[CH:21]=[CH:20][CH:19]=[CH:18][CH:17]=3)[C:11]([C@@H:13]([NH2:15])[CH3:14])=[N:12][C:8]=2[CH:7]=[CH:6][CH:5]=1.Cl[C:23]1[N:31]=[CH:30][N:29]=[C:28]2[C:24]=1[N:25]=[CH:26][N:27]2[CH:32]1[CH2:37][CH2:36][CH2:35][CH2:34][O:33]1.CCN(C(C)C)C(C)C, predict the reaction product. The product is: [Br:3][C:4]1[C:9]2[N:10]([C:16]3[CH:17]=[CH:18][CH:19]=[CH:20][CH:21]=3)[C:11]([C@@H:13]([NH:15][C:23]3[N:31]=[CH:30][N:29]=[C:28]4[C:24]=3[N:25]=[CH:26][N:27]4[CH:32]3[CH2:37][CH2:36][CH2:35][CH2:34][O:33]3)[CH3:14])=[N:12][C:8]=2[CH:7]=[CH:6][CH:5]=1. (4) Given the reactants C(O)(=O)/C=C/C(O)=O.[NH2:9][CH2:10][CH2:11][C:12]([O:14][C@H:15]1[CH2:32][CH2:31][C@@:30]2([CH3:33])[CH:17]([C:18](=O)[CH2:19][C@@H:20]3[C@@H:29]2[CH2:28][CH2:27][C@@:25]2([CH3:26])[C@H:21]3[CH2:22][CH2:23][C:24]2=[O:34])[CH2:16]1)=[O:13].[ClH:36].[NH2:37][OH:38], predict the reaction product. The product is: [ClH:36].[NH2:9][CH2:10][CH2:11][C:12]([O:14][C@H:15]1[CH2:32][CH2:31][C@@:30]2([CH3:33])[CH:17](/[C:18](=[N:37]/[OH:38])/[CH2:19][C@@H:20]3[C@@H:29]2[CH2:28][CH2:27][C@@:25]2([CH3:26])[C@H:21]3[CH2:22][CH2:23][C:24]2=[O:34])[CH2:16]1)=[O:13]. (5) Given the reactants Br[CH2:2][C:3]1[N:13]([CH2:14][CH2:15][C:16]2[CH:21]=[CH:20][C:19]([Cl:22])=[CH:18][CH:17]=2)[C:6]2[N:7]=[C:8]([C:11]#[N:12])[N:9]=[CH:10][C:5]=2[CH:4]=1.[F:23][C:24]1[CH:25]=[C:26]([CH:29]=[CH:30][C:31]=1[OH:32])[CH:27]=[O:28].C(=O)([O-])[O-].[K+].[K+], predict the reaction product. The product is: [Cl:22][C:19]1[CH:20]=[CH:21][C:16]([CH2:15][CH2:14][N:13]2[C:6]3[N:7]=[C:8]([C:11]#[N:12])[N:9]=[CH:10][C:5]=3[CH:4]=[C:3]2[CH2:2][O:32][C:31]2[CH:30]=[CH:29][C:26]([CH:27]=[O:28])=[CH:25][C:24]=2[F:23])=[CH:17][CH:18]=1.